This data is from Peptide-MHC class I binding affinity with 185,985 pairs from IEDB/IMGT. The task is: Regression. Given a peptide amino acid sequence and an MHC pseudo amino acid sequence, predict their binding affinity value. This is MHC class I binding data. (1) The peptide sequence is WTALMFAAY. The MHC is HLA-A02:06 with pseudo-sequence HLA-A02:06. The binding affinity (normalized) is 0.0847. (2) The peptide sequence is LNAWGCAF. The MHC is Mamu-A01 with pseudo-sequence Mamu-A01. The binding affinity (normalized) is 0. (3) The peptide sequence is GPGAGSLQPLAL. The MHC is HLA-A66:01 with pseudo-sequence HLA-A66:01. The binding affinity (normalized) is 0. (4) The peptide sequence is TTGEWPLII. The MHC is HLA-A68:02 with pseudo-sequence HLA-A68:02. The binding affinity (normalized) is 0. (5) The peptide sequence is ELLSYCVSLF. The MHC is HLA-A30:02 with pseudo-sequence HLA-A30:02. The binding affinity (normalized) is 0.151. (6) The peptide sequence is PTDYAKPQY. The MHC is HLA-B15:09 with pseudo-sequence HLA-B15:09. The binding affinity (normalized) is 0.0847. (7) The peptide sequence is SQISNTEMY. The MHC is HLA-B15:01 with pseudo-sequence HLA-B15:01. The binding affinity (normalized) is 0.680.